From a dataset of Peptide-MHC class I binding affinity with 185,985 pairs from IEDB/IMGT. Regression. Given a peptide amino acid sequence and an MHC pseudo amino acid sequence, predict their binding affinity value. This is MHC class I binding data. The peptide sequence is SVHQFFWFQ. The MHC is HLA-A02:12 with pseudo-sequence HLA-A02:12. The binding affinity (normalized) is 0.0847.